This data is from Full USPTO retrosynthesis dataset with 1.9M reactions from patents (1976-2016). The task is: Predict the reactants needed to synthesize the given product. (1) Given the product [C:42]([N:21]1[C:22]2[C:18](=[CH:17][CH:16]=[C:15]([N:7]3[CH:8]=[C:9]([C:12]([OH:14])=[O:13])[C:10](=[O:11])[N:5]([CH2:4][C:3]4[CH:27]=[CH:28][CH:29]=[C:30]([C:31]([F:33])([F:32])[F:34])[C:2]=4[Cl:1])[C:6]3=[O:26])[CH:23]=2)[C:19]([CH3:25])([CH3:24])[CH2:20]1)(=[O:44])[CH3:43], predict the reactants needed to synthesize it. The reactants are: [Cl:1][C:2]1[C:30]([C:31]([F:34])([F:33])[F:32])=[CH:29][CH:28]=[CH:27][C:3]=1[CH2:4][N:5]1[C:10](=[O:11])[C:9]([C:12]([OH:14])=[O:13])=[CH:8][N:7]([C:15]2[CH:23]=[C:22]3[C:18]([C:19]([CH3:25])([CH3:24])[CH2:20][NH:21]3)=[CH:17][CH:16]=2)[C:6]1=[O:26].C(N(CC)CC)C.[C:42](OC(=O)C)(=[O:44])[CH3:43].Cl. (2) Given the product [F:21][C:18]1[CH:17]=[CH:16][C:15]([C:13]2[S:14][C:8]3[C:7]([OH:22])=[C:6]([C:4]([NH:23][CH2:24][C:25]([OH:27])=[O:26])=[O:5])[N:11]=[CH:10][C:9]=3[N:12]=2)=[CH:20][CH:19]=1, predict the reactants needed to synthesize it. The reactants are: C(O[C:4]([C:6]1[N:11]=[CH:10][C:9]2[N:12]=[C:13]([C:15]3[CH:20]=[CH:19][C:18]([F:21])=[CH:17][CH:16]=3)[S:14][C:8]=2[C:7]=1[OH:22])=[O:5])C.[NH2:23][CH2:24][C:25]([OH:27])=[O:26]. (3) Given the product [Br:1][C:2]1[CH:3]=[C:4]([CH2:5][OH:6])[CH:7]=[CH:8][C:9]=1[CH3:10], predict the reactants needed to synthesize it. The reactants are: [Br:1][C:2]1[CH:3]=[C:4]([CH:7]=[CH:8][C:9]=1[CH3:10])[CH:5]=[O:6].[BH4-].[Na+]. (4) The reactants are: [CH3:1][O:2][C:3]([C@@H:5]1[CH2:9][C@@H:8]([S:10]([C:13]2[CH:18]=[CH:17][CH:16]=[CH:15][C:14]=2[C:19]([F:22])([F:21])[F:20])(=[O:12])=[O:11])[CH2:7][N:6]1[C:23](=S)[CH2:24][C:25](=O)[CH:26]1[CH2:31][CH2:30][O:29][CH2:28][CH2:27]1)=[O:4].Cl.[CH:35]1([NH:39][NH2:40])[CH2:38][CH2:37][CH2:36]1. Given the product [CH3:1][O:2][C:3]([C@@H:5]1[CH2:9][C@@H:8]([S:10]([C:13]2[CH:18]=[CH:17][CH:16]=[CH:15][C:14]=2[C:19]([F:22])([F:21])[F:20])(=[O:11])=[O:12])[CH2:7][N:6]1[C:23]1[N:39]([CH:35]2[CH2:38][CH2:37][CH2:36]2)[N:40]=[C:25]([CH:26]2[CH2:27][CH2:28][O:29][CH2:30][CH2:31]2)[CH:24]=1)=[O:4], predict the reactants needed to synthesize it. (5) Given the product [CH3:24][C:25]1([CH3:41])[C:29]([CH3:31])([CH3:30])[O:28][B:27]([C:12]2[CH:21]=[C:20]3[C:15]([CH:16]=[CH:17][CH:18]=[N:19]3)=[CH:14][CH:13]=2)[O:26]1, predict the reactants needed to synthesize it. The reactants are: C([O-])(=O)C.[K+].FC(F)(F)S(O[C:12]1[CH:21]=[C:20]2[C:15]([CH:16]=[CH:17][CH:18]=[N:19]2)=[CH:14][CH:13]=1)(=O)=O.[CH3:24][C:25]1([CH3:41])[C:29]([CH3:31])([CH3:30])[O:28][B:27]([B:27]2[O:28][C:29]([CH3:31])([CH3:30])[C:25]([CH3:41])([CH3:24])[O:26]2)[O:26]1. (6) The reactants are: [Li+].[F:2][C:3]([F:22])([F:21])[C:4]1[CH:9]=[CH:8][C:7]([N:10]2[CH2:15][CH2:14][N:13]([CH2:16][CH2:17][C:18]([O-:20])=O)[CH2:12][CH2:11]2)=[CH:6][CH:5]=1.C(N(C(C)C)CC)(C)C.F[P-](F)(F)(F)(F)F.CN(C)C(ON1C2C=CC=CC=2N=N1)=[N+](C)C.Cl.[N+:57]([C:60]1[CH:65]=[CH:64][C:63]([NH:66][CH:67]2[CH2:72][CH2:71][NH:70][CH2:69][CH2:68]2)=[CH:62][C:61]=1[C:73]([F:76])([F:75])[F:74])([O-:59])=[O:58]. Given the product [N+:57]([C:60]1[CH:65]=[CH:64][C:63]([NH:66][CH:67]2[CH2:68][CH2:69][N:70]([C:18](=[O:20])[CH2:17][CH2:16][N:13]3[CH2:14][CH2:15][N:10]([C:7]4[CH:8]=[CH:9][C:4]([C:3]([F:2])([F:22])[F:21])=[CH:5][CH:6]=4)[CH2:11][CH2:12]3)[CH2:71][CH2:72]2)=[CH:62][C:61]=1[C:73]([F:76])([F:74])[F:75])([O-:59])=[O:58], predict the reactants needed to synthesize it. (7) Given the product [F:1][C:2]1[CH:3]=[C:4]([CH:5]=[C:6]([F:8])[CH:7]=1)[O:9][C:37]1[CH:38]=[C:39]([CH:42]=[C:43]([O:45][CH:46]([CH3:50])[CH2:47][O:48][CH3:49])[CH:44]=1)[C:40]#[N:41], predict the reactants needed to synthesize it. The reactants are: [F:1][C:2]1[CH:3]=[C:4]([OH:9])[CH:5]=[C:6]([F:8])[CH:7]=1.CN1C(=O)CCC1.C(=O)([O-])[O-].[Cs+].[Cs+].CC(C)(C(=O)CC(=O)C(C)(C)C)C.Br[C:37]1[CH:38]=[C:39]([CH:42]=[C:43]([O:45][CH:46]([CH3:50])[CH2:47][O:48][CH3:49])[CH:44]=1)[C:40]#[N:41]. (8) Given the product [NH2:18][C:7]1[C:2]2[N:1]=[C:11]([CH2:12][CH3:13])[O:10][C:3]=2[C:4]([Cl:9])=[CH:5][C:6]=1[F:8], predict the reactants needed to synthesize it. The reactants are: [NH2:1][C:2]1[CH:7]=[C:6]([F:8])[CH:5]=[C:4]([Cl:9])[C:3]=1[OH:10].[C:11](Cl)(=O)[CH2:12][CH3:13].C([N:18](CC)CC)C.C1(C)C=CC(S([O-])(=O)=O)=CC=1.[NH+]1C=CC=CC=1. (9) Given the product [F:22][C:23]1[CH:28]=[C:27]([F:29])[CH:26]=[CH:25][C:24]=1[O:30][C:2]1[C:7]([C:8]2[CH:13]=[C:12]([S:14]([CH2:17][CH3:18])(=[O:16])=[O:15])[CH:11]=[CH:10][C:9]=2[O:34][C:31]2[CH:25]=[CH:24][C:23]([F:22])=[CH:28][C:27]=2[F:29])=[CH:6][N:5]([CH3:20])[C:4](=[O:21])[CH:3]=1, predict the reactants needed to synthesize it. The reactants are: Cl[C:2]1[C:7]([C:8]2[CH:13]=[C:12]([S:14]([CH2:17][CH3:18])(=[O:16])=[O:15])[CH:11]=[CH:10][C:9]=2F)=[CH:6][N:5]([CH3:20])[C:4](=[O:21])[CH:3]=1.[F:22][C:23]1[CH:28]=[C:27]([F:29])[CH:26]=[CH:25][C:24]=1[OH:30].[C:31](=[O:34])([O-])[O-].[Cs+].[Cs+].